The task is: Predict the reaction yield, written as a fraction of the theoretical maximum amount of product (1.0 means a 100% yield; for example, 0.34 means a 34% yield).. This data is from Reaction yield outcomes from USPTO patents with 853,638 reactions. (1) The reactants are [I:1]N1C(C)(C)COC1=O.[CH3:10][O:11][C:12]1[CH:22]=[CH:21][C:15]([CH:16]=[CH:17]C(O)=O)=[CH:14][CH:13]=1.CCN(CC)CC. The catalyst is C(Cl)Cl. The product is [I:1]/[CH:17]=[CH:16]/[C:15]1[CH:21]=[CH:22][C:12]([O:11][CH3:10])=[CH:13][CH:14]=1. The yield is 0.620. (2) The reactants are [OH-].[Na+].C[O:4][C:5](=[O:23])[C:6]1[CH:11]=[C:10]([S:12]([CH:15]([CH3:17])[CH3:16])(=[O:14])=[O:13])[N:9]=[C:8]([NH:18][CH:19]([CH2:21][CH3:22])[CH3:20])[CH:7]=1. The catalyst is CO. The product is [C@@H:19]([NH:18][C:8]1[CH:7]=[C:6]([CH:11]=[C:10]([S:12]([CH:15]([CH3:16])[CH3:17])(=[O:14])=[O:13])[N:9]=1)[C:5]([OH:23])=[O:4])([CH2:21][CH3:22])[CH3:20]. The yield is 0.900. (3) The reactants are Cl.[Cl:2][C:3]1[N:4]=[C:5]([C:10]([NH:12][C@H:13]2[CH2:18][CH2:17][NH:16][CH2:15][C@H:14]2[O:19][CH:20]([CH3:22])[CH3:21])=[O:11])[NH:6][C:7]=1[CH2:8][CH3:9].C(N(C(C)C)CC)(C)C.Cl[C:33]1[S:34][C:35]([C:45]([O:47][CH2:48][CH3:49])=[O:46])=[C:36]([C:38](=[O:44])[NH:39][CH2:40][CH2:41][O:42][CH3:43])[N:37]=1. The product is [Cl:2][C:3]1[N:4]=[C:5]([C:10]([NH:12][C@H:13]2[CH2:18][CH2:17][N:16]([C:33]3[S:34][C:35]([C:45]([O:47][CH2:48][CH3:49])=[O:46])=[C:36]([C:38](=[O:44])[NH:39][CH2:40][CH2:41][O:42][CH3:43])[N:37]=3)[CH2:15][C@H:14]2[O:19][CH:20]([CH3:21])[CH3:22])=[O:11])[NH:6][C:7]=1[CH2:8][CH3:9]. The yield is 0.740. No catalyst specified. (4) The reactants are [F:1][C:2]([F:6])([F:5])[CH2:3][NH2:4].[F:7][C:8]1[CH:13]=[CH:12][C:11]([S:14](Cl)(=[O:16])=[O:15])=[CH:10][CH:9]=1. The catalyst is N1C=CC=CC=1. The product is [F:7][C:8]1[CH:13]=[CH:12][C:11]([S:14]([NH:4][CH2:3][C:2]([F:6])([F:5])[F:1])(=[O:16])=[O:15])=[CH:10][CH:9]=1. The yield is 1.00. (5) The reactants are [CH3:1][OH:2].[Na].C[O-].[Na+].[Br:7][C:8]1[CH:9]=[N:10][CH:11]=[C:12](Br)[CH:13]=1. The catalyst is CN(C=O)C. The product is [Br:7][C:8]1[CH:9]=[N:10][CH:11]=[C:12]([O:2][CH3:1])[CH:13]=1. The yield is 0.620. (6) The reactants are [CH3:1][C:2]1[C:3]([CH:9]([CH:12]2[CH2:14][CH2:13]2)[CH:10]=O)=[N:4][CH:5]=[CH:6][C:7]=1[Cl:8].[C:15]([O:23][CH2:24][CH3:25])(=[O:22])[CH2:16][C:17]([O:19][CH2:20][CH3:21])=[O:18].N1CCCCC1.C(O)(=O)C. The catalyst is C(O)C. The product is [CH2:20]([O:19][C:17](=[O:18])[C:16](=[CH:10][CH:9]([C:3]1[C:2]([CH3:1])=[C:7]([Cl:8])[CH:6]=[CH:5][N:4]=1)[CH:12]1[CH2:14][CH2:13]1)[C:15]([O:23][CH2:24][CH3:25])=[O:22])[CH3:21]. The yield is 0.710. (7) The reactants are Cl.[CH2:2]([O:4][C:5]([CH:7]1[C:12](=[O:13])[CH2:11][CH2:10][NH:9][CH2:8]1)=[O:6])[CH3:3].[CH:14]1[C:23]2[C:18](=[CH:19][CH:20]=[CH:21][CH:22]=2)[CH:17]=[CH:16][C:15]=1[S:24](Cl)(=[O:26])=[O:25]. The catalyst is C[Si](C)(C)N[Si](C)(C)C.C1COCC1. The product is [CH2:2]([O:4][C:5]([C:7]1[CH2:8][N:9]([S:24]([C:15]2[CH:16]=[CH:17][C:18]3[C:23](=[CH:22][CH:21]=[CH:20][CH:19]=3)[CH:14]=2)(=[O:26])=[O:25])[CH2:10][CH2:11][C:12]=1[OH:13])=[O:6])[CH3:3]. The yield is 0.900.